From a dataset of Forward reaction prediction with 1.9M reactions from USPTO patents (1976-2016). Predict the product of the given reaction. (1) Given the reactants [F:1][C:2]1[CH:3]=[C:4]([O:10][CH3:11])[C:5]([O:8][CH3:9])=[CH:6][CH:7]=1.[S:12]([Cl:15])(Cl)=[O:13].[OH2:16], predict the reaction product. The product is: [F:1][C:2]1[CH:3]=[C:4]([O:10][CH3:11])[C:5]([O:8][CH3:9])=[CH:6][C:7]=1[S:12]([Cl:15])(=[O:13])=[O:16]. (2) The product is: [CH:5]([C:4]1[CH:3]=[C:2]([CH:9]=[CH:8][CH:7]=1)[O:1][CH:11]1[CH2:16][CH2:15][N:14]([C:17]([O:19][C:20]([CH3:23])([CH3:22])[CH3:21])=[O:18])[CH2:13][CH2:12]1)=[O:6]. Given the reactants [OH:1][C:2]1[CH:3]=[C:4]([CH:7]=[CH:8][CH:9]=1)[CH:5]=[O:6].O[CH:11]1[CH2:16][CH2:15][N:14]([C:17]([O:19][C:20]([CH3:23])([CH3:22])[CH3:21])=[O:18])[CH2:13][CH2:12]1.C1(P(C2C=CC=CC=2)C2C=CC=CC=2)C=CC=CC=1.CCOC(/N=N/C(OCC)=O)=O.C([O-])(O)=O.[Na+], predict the reaction product. (3) Given the reactants Cl[C:2]1[C:7]([CH2:8][CH2:9][OH:10])=[C:6]([Cl:11])[N:5]=[C:4]([CH3:12])[N:3]=1.CN.[CH3:15][N:16](C)C=O, predict the reaction product. The product is: [Cl:11][C:6]1[C:7]([CH2:8][CH2:9][OH:10])=[C:2]([NH:16][CH3:15])[N:3]=[C:4]([CH3:12])[N:5]=1.